From a dataset of Experimentally validated miRNA-target interactions with 360,000+ pairs, plus equal number of negative samples. Binary Classification. Given a miRNA mature sequence and a target amino acid sequence, predict their likelihood of interaction. (1) The miRNA is hsa-miR-4454 with sequence GGAUCCGAGUCACGGCACCA. The protein sequence of the target gene is MGRRRRLCLQLYFLWLGCVVLWAQGTAGQPQPPPPKPPRPQPPPQQVRSATAGSEGGFLAPEYREEGAAVASRVRRRGQQDVLRGPNVCGSRFHSYCCPGWKTLPGGNQCIVPICRNSCGDGFCSRPNMCTCSSGQISSTCGSKSIQQCSVRCMNGGTCADDHCQCQKGYIGTYCGQPVCENGCQNGGRCIGPNRCACVYGFTGPQCERDYRTGPCFTQVNNQMCQGQLTGIVCTKTLCCATIGRAWGHPCEMCPAQPQPCRRGFIPNIRTGACQDVDECQAIPGICQGGNCINTVGSFE.... Result: 0 (no interaction). (2) The miRNA is hsa-miR-92a-3p with sequence UAUUGCACUUGUCCCGGCCUGU. The protein sequence of the target gene is MAVEDSTLQVVVRVRPPTPRELDSQRRPVVQVVDERVLVFNPEEPDGGFPGLKWGGTHDGPKKKGKDLTFVFDRVFGEAATQQDVFQHTTHSVLDSFLQGYNCSVFAYGATGAGKTHTMLGREGDPGIMYLTTVELYRRLEARQQEKHFEVLISYQEVYNEQIHDLLEPKGPLAIREDPDKGVVVQGLSFHQPASAEQLLEILTRGNRNRTQHPTDANATSSRSHAIFQIFVKQQDRVPGLTQAVQVAKMSLIDLAGSERASSTHAKGERLREGANINRSLLALINVLNALADAKGRKTH.... Result: 1 (interaction). (3) The miRNA is cel-miR-35-3p with sequence UCACCGGGUGGAAACUAGCAGU. The protein sequence of the target gene is MEAPAAGLFLLLLLGTWAPAPGSASSEAPPLINEDVKRTVDLSSHLAKVTAEVVLAHLGGGSTSRATSFLLALEPELEARLAHLGVQVKGEDEEENNLEVRETKIKGKSGRFFTVKLPVALDPGAKISVIVETVYTHVLHPYPTQITQSEKQFVVFEGNHYFYSPYPTKTQTMRVKLASRNVESYTKLGNPTRSEDLLDYGPFRDVPAYSQDTFKVHYENNSPFLTITSMTRVIEVSHWGNIAVEENVDLKHTGAVLKGPFSRYDYQRQPDSGISSIRSFKTILPAAAQDVYYRDEIGNV.... Result: 0 (no interaction). (4) The miRNA is hsa-miR-7847-3p with sequence CGUGGAGGACGAGGAGGAGGC. The protein sequence of the target gene is MSAFCLGLVGRASAPAEPDSACCMELPAAAGDAVRSPAAAAALIFPGGSGELELALEEELALLAAGERPSDPGEHPQAEPGSLAEGAGPQPPPSQDPELLSVIRQKEKDLVLAARLGKALLERNQDMSRQYEQMHKELTDKLEHLEQEKHELRRRFENREGEWEGRVSELESDVKQLQDELERQQIHLREADREKSRAVQELSEQNQRLLDQLSRASEVERQLSMQVHALREDFREKNSSTNQHIIRLESLQAEIKMLSDRKRELEHRLSATLEENDLLQGTVEELQDRVLILERQGHDK.... Result: 1 (interaction). (5) The miRNA is hsa-miR-6776-3p with sequence CAACCACCACUGUCUCUCCCCAG. The protein sequence of the target gene is MADAKYVLCRWEKRLWPAKVLARTATSTKNKRRKEYFLAVQILSLEEKIKVKSTEVEILEKSQIEAIASSLASQNEVPAAPLEELAYRRSLRVALDVLSEGSIWSQESSAGTGRADRSLRGKPMEHVSSPCDSNSSSLPRGDVLGSSRPHRRRPCVQQSLSSSFTCEKDPECKVDHKKGLRKSENPRGPLVLPAGGGAQDESGSRIHHKNWTLASKRGGNSAQKASLCLNGSSLSEDDTERDMGSKGGSWAAPSLPSGVREDDPCANAEGHDPGLPLGSLTAPPAPEPSACSEPGECPAK.... Result: 0 (no interaction). (6) The miRNA is hsa-miR-15b-5p with sequence UAGCAGCACAUCAUGGUUUACA. The protein sequence of the target gene is MNKFQGPVTLKDVIVEFTKEEWKLLTPAQRTLYKDVMLENYSHLVSVGYHVNKPNAVFKLKQGKEPWILEVEFPHRGFPEDLWSIHDLEARYQESQAGNSRNGELTKHQKTHTTEKACECKECGKFFCQKSALIVHQHTHSKGKSYDCDKCGKSFSKNEDLIRHQKIHTRDKTYECKECKKIFYHLSSLSRHLRTHAGEKPYECNQCEKSFYQKPHLTEHQKTHTGEKPFECTECGKFFYVKAYLMVHQKTHTGEKPYECKECGKAFSQKSHLTVHQRMHTGEKPYKCKECGKFFSRNSH.... Result: 0 (no interaction). (7) The miRNA is hsa-miR-651-5p with sequence UUUAGGAUAAGCUUGACUUUUG. The protein sequence of the target gene is MEPGAGGRNTARAQRAGSPNTPPPREQERKLEQEKLSGVVKSVHRRLRKKYREVGDFDKIWREHCEDEETLCEYAVAMKNLADNHWAKTCEGEGRIEWCCSVCREYFQNGGKRKALEKDEKRAVLATKTTPALNMHESSQLEGHLTNLSFTNPEFITELLQASGKIRLLDVGSCFNPFLKFEEFLTVGIDIVPAVESVYKCDFLNLQLQQPLQLAQDAIDAFLKQLKNPIDSLPGELFHVVVFSLLLSYFPSPYQRWICCKKAHELLVLNGLLLIITPDSSHQNRHAMMMKSWKIAIESL.... Result: 1 (interaction). (8) The miRNA is hsa-miR-662 with sequence UCCCACGUUGUGGCCCAGCAG. The protein sequence of the target gene is MEAVVFLFSLLDCCALIFLSVYFIITLSDLECDYINARSCCSKLNKWVIPELVGHTIVTVLMLVSLHWFIFLLNLPVATWNIYRFIMVPSGNMGVFDPTEIHNRGQLKSHMKEAMIKLGFYLLCFFMYLYSMILALIND. Result: 0 (no interaction). (9) The miRNA is hsa-miR-6861-3p with sequence UGGACCUCUCCUCCCCAG. The protein sequence of the target gene is MAKVSVLNVAVLENPSPFHSPFRFEISFECSEALSDDLEWKIIYVGSAESEEFDQILDSVLVGPVPAGRHMFVFQADAPNPSLIPETDAVGVTVVLITCTYHGQEFIRVGYYVNNEYPDPELRENPPPKPDFSQLQRNILASNPRVTRFHINWDNNPDSLEAIENQDPNVDFSLSLSCTPVKSLGLPSCIPGLLPENSMDCI. Result: 0 (no interaction). (10) The miRNA is hsa-miR-4770 with sequence UGAGAUGACACUGUAGCU. The protein sequence of the target gene is MEALILEPSLYTVKAILILDNDGDRLFAKYYDDTYPSVKEQKAFEKNIFNKTHRTDSEIALLEGLTVVYKSSIDLYFYVIGSSYENELMLMAVLNCLFDSLSQMLRKNVEKRALLENMEGLFLAVDEIVDGGVILESDPQQVVHRVALRGEDVPLTEQTVSQVLQSAKEQIKWSLLR. Result: 0 (no interaction).